This data is from Catalyst prediction with 721,799 reactions and 888 catalyst types from USPTO. The task is: Predict which catalyst facilitates the given reaction. (1) Reactant: C([O:3][C:4](=O)[NH:5][CH2:6][CH2:7][C:8]1[CH:13]=[CH:12][CH:11]=[C:10]([C:14]([F:17])([F:16])[F:15])[CH:9]=1)C.O=P12OP3(OP(OP(O3)(O1)=O)(=O)O2)=O. Product: [F:15][C:14]([F:17])([F:16])[C:10]1[CH:9]=[C:8]2[C:13](=[CH:12][CH:11]=1)[C:4](=[O:3])[NH:5][CH2:6][CH2:7]2. The catalyst class is: 265. (2) Reactant: [CH2:1](/[N:5]=[CH:6]/[C:7]1[C:12](F)=[CH:11][CH:10]=[CH:9][C:8]=1[Cl:14])[CH2:2][CH2:3][CH3:4].[CH2:15]([Mg]Br)[CH3:16]. Product: [CH2:1](/[N:5]=[CH:6]/[C:7]1[C:12]([CH2:15][CH3:16])=[CH:11][CH:10]=[CH:9][C:8]=1[Cl:14])[CH2:2][CH2:3][CH3:4]. The catalyst class is: 365. (3) Reactant: [Cl:1][C:2]1[C:3]([O:12][C:13]2[CH:18]=[C:17]([O:19][CH:20]([CH3:22])[CH3:21])[CH:16]=[CH:15][C:14]=2/[CH:23]=[CH:24]/[C:25]([OH:27])=O)=[N:4][CH:5]=[C:6]([C:8]([F:11])([F:10])[F:9])[CH:7]=1.[CH2:28]([S:33]([NH2:36])(=[O:35])=[O:34])[CH2:29][CH2:30][CH2:31][CH3:32].N12CCCN=C1CCCCC2. Product: [Cl:1][C:2]1[C:3]([O:12][C:13]2[CH:18]=[C:17]([O:19][CH:20]([CH3:21])[CH3:22])[CH:16]=[CH:15][C:14]=2/[CH:23]=[CH:24]/[C:25]([NH:36][S:33]([CH2:28][CH2:29][CH2:30][CH2:31][CH3:32])(=[O:35])=[O:34])=[O:27])=[N:4][CH:5]=[C:6]([C:8]([F:9])([F:11])[F:10])[CH:7]=1. The catalyst class is: 7. (4) Reactant: C[O:2][C:3](=[O:29])[CH:4]([N:15]1[CH2:19][C:18]([O:20][C:21]2[CH:26]=[CH:25][CH:24]=[CH:23][C:22]=2[Cl:27])=[CH:17][C:16]1=[O:28])[CH2:5][CH:6]([C:11]([F:14])([F:13])[F:12])[C:7]([F:10])([F:9])[F:8].O1CCCC1.O.[OH-].[Li+]. Product: [Cl:27][C:22]1[CH:23]=[CH:24][CH:25]=[CH:26][C:21]=1[O:20][C:18]1[CH2:19][N:15]([CH:4]([CH2:5][CH:6]([C:11]([F:13])([F:14])[F:12])[C:7]([F:9])([F:8])[F:10])[C:3]([OH:29])=[O:2])[C:16](=[O:28])[CH:17]=1. The catalyst class is: 6.